From a dataset of Human liver microsome stability data. Regression/Classification. Given a drug SMILES string, predict its absorption, distribution, metabolism, or excretion properties. Task type varies by dataset: regression for continuous measurements (e.g., permeability, clearance, half-life) or binary classification for categorical outcomes (e.g., BBB penetration, CYP inhibition). Dataset: hlm. (1) The drug is Nc1ncnc2c1c(Oc1cc(C(F)(F)F)ccn1)nn2[C@H]1CC[C@H](CO)CC1. The result is 0 (unstable in human liver microsomes). (2) The molecule is CN(C)C(=O)Cn1cc(CN2CCN(c3cc(C(=O)Nc4ccc5c(c4)-c4c(c(C(N)=O)nn4-c4ccc(F)cc4)CC5)c(Cl)cn3)CC2)cn1. The result is 1 (stable in human liver microsomes).